This data is from Reaction yield outcomes from USPTO patents with 853,638 reactions. The task is: Predict the reaction yield, written as a fraction of the theoretical maximum amount of product (1.0 means a 100% yield; for example, 0.34 means a 34% yield). (1) The reactants are [CH3:1][N:2]1[CH:11]=[CH:10][C:9]2[C:4](=[CH:5][CH:6]=[C:7](B3OC(C)(C)C(C)(C)O3)[CH:8]=2)[C:3]1=[O:21].Br[C:23]1[CH:28]=[CH:27][CH:26]=[CH:25][N:24]=1.C([O-])(O)=O.[Na+]. The catalyst is CS(C)=O.C1C=CC(P(C2C=CC=CC=2)[C-]2C=CC=C2)=CC=1.C1C=CC(P(C2C=CC=CC=2)[C-]2C=CC=C2)=CC=1.Cl[Pd]Cl.[Fe+2]. The product is [CH3:1][N:2]1[CH:11]=[CH:10][C:9]2[C:4](=[CH:5][CH:6]=[C:7]([C:23]3[CH:28]=[CH:27][CH:26]=[CH:25][N:24]=3)[CH:8]=2)[C:3]1=[O:21]. The yield is 0.460. (2) The reactants are [NH2:1][C@@H:2]1[CH2:7][CH2:6][CH2:5][N:4]([C:8]([C:10]2[CH:11]=[CH:12][C:13]3[CH:14]=[C:15]4[C:22](=[O:23])[NH:21][CH2:20][C:19]5([CH2:26][CH2:25][CH2:24]5)[N:16]4[C:17]=3[CH:18]=2)=[O:9])[CH2:3]1.CCN(C(C)C)C(C)C.[C:36](Cl)(=[O:39])[CH:37]=[CH2:38]. The catalyst is C(Cl)Cl. The product is [O:23]=[C:22]1[C:15]2=[CH:14][C:13]3[CH:12]=[CH:11][C:10]([C:8]([N:4]4[CH2:5][CH2:6][CH2:7][C@@H:2]([NH:1][C:36](=[O:39])[CH:37]=[CH2:38])[CH2:3]4)=[O:9])=[CH:18][C:17]=3[N:16]2[C:19]2([CH2:26][CH2:25][CH2:24]2)[CH2:20][NH:21]1. The yield is 0.100. (3) The product is [F:19][C:2]([F:1])([F:18])[C:3]1[CH:12]=[CH:11][C:10]2[CH2:9][CH:8]([C:13]([OH:15])=[O:14])[CH2:7][CH2:6][C:5]=2[N:4]=1. The yield is 0.770. The catalyst is CO. The reactants are [F:1][C:2]([F:19])([F:18])[C:3]1[CH:12]=[CH:11][C:10]2[CH2:9][CH:8]([C:13]([O:15]CC)=[O:14])[CH2:7][CH2:6][C:5]=2[N:4]=1.[OH-].[Na+]. (4) The catalyst is ClCCCl. The product is [ClH:30].[Cl:30][C:24]1[CH:25]=[C:26]([F:29])[CH:27]=[CH:28][C:23]=1[C:22]([NH:21][C:17]1[CH:18]=[CH:19][CH:20]=[C:15]([O:14][CH:11]2[CH2:12][CH2:13][NH:8][CH2:9][CH:10]2[CH3:32])[CH:16]=1)=[O:31]. The reactants are C([N:8]1[CH2:13][CH2:12][CH:11]([O:14][C:15]2[CH:16]=[C:17]([NH:21][C:22](=[O:31])[C:23]3[CH:28]=[CH:27][C:26]([F:29])=[CH:25][C:24]=3[Cl:30])[CH:18]=[CH:19][CH:20]=2)[CH:10]([CH3:32])[CH2:9]1)C1C=CC=CC=1.ClC(OC(Cl)C)=O. The yield is 0.330. (5) The reactants are [NH2:1][C:2]1[CH:10]=[CH:9][CH:8]=[C:7]([F:11])[C:3]=1[C:4]([OH:6])=O.O=S(Cl)Cl.[Cl:16][C:17]1[CH:23]=[CH:22][CH:21]=[CH:20][C:18]=1[NH2:19].C(Cl)(Cl)Cl. The catalyst is C1C=CC=CC=1. The product is [NH2:1][C:2]1[CH:10]=[CH:9][CH:8]=[C:7]([F:11])[C:3]=1[C:4]([NH:19][C:18]1[CH:20]=[CH:21][CH:22]=[CH:23][C:17]=1[Cl:16])=[O:6]. The yield is 0.600. (6) The reactants are CC(C[C:5]([OH:7])=[O:6])=O.C[Si]([N-:12][Si](C)(C)C)(C)C.[Na+].C([N:20]1[CH:24]=[CH:23][N:22]=[CH:21]1)([N:20]1[CH:24]=[CH:23][N:22]=[CH:21]1)=O.CN(C=O)C. The catalyst is C1COCC1. The product is [C:5](=[O:6])([OH:7])[NH2:12].[NH:20]1[CH:24]=[CH:23][N:22]=[CH:21]1. The yield is 1.00. (7) The reactants are [CH2:1]([N:3]([S:11]([C:14]1[CH:19]=[CH:18][C:17]([F:20])=[CH:16][CH:15]=1)(=[O:13])=[O:12])[C:4]1([C:7]([O:9]C)=[O:8])[CH2:6][CH2:5]1)[CH3:2].[OH-].[Na+]. The catalyst is O1CCOCC1. The product is [CH2:1]([N:3]([S:11]([C:14]1[CH:15]=[CH:16][C:17]([F:20])=[CH:18][CH:19]=1)(=[O:12])=[O:13])[C:4]1([C:7]([OH:9])=[O:8])[CH2:6][CH2:5]1)[CH3:2]. The yield is 0.810. (8) The reactants are C([O:3][C:4](=[O:18])[C:5]1[CH:10]=[CH:9][C:8]([C:11]([F:14])([F:13])[F:12])=[CH:7][C:6]=1[O:15][CH2:16][CH3:17])C.[Li+].[OH-]. The catalyst is C1COCC1.CO. The product is [CH2:16]([O:15][C:6]1[CH:7]=[C:8]([C:11]([F:12])([F:13])[F:14])[CH:9]=[CH:10][C:5]=1[C:4]([OH:18])=[O:3])[CH3:17]. The yield is 0.880. (9) The reactants are F[C:2]([F:7])(F)[C:3](O)=O.[NH2:8][C:9]1[N:30]=[C:29](Cl)[CH:28]=[CH:27][C:10]=1[C:11]([NH:13][CH2:14][C:15]1[S:16][C:17]([O:20][C:21]2[CH:26]=[CH:25][CH:24]=[CH:23][CH:22]=2)=[CH:18][CH:19]=1)=[O:12]. No catalyst specified. The product is [NH2:8][C:9]1[N:30]=[C:29]([NH:8][CH2:9][C:10]2[CH:27]=[CH:28][C:2]([F:7])=[CH:3][CH:11]=2)[CH:28]=[CH:27][C:10]=1[C:11]([NH:13][CH2:14][C:15]1[S:16][C:17]([O:20][C:21]2[CH:26]=[CH:25][CH:24]=[CH:23][CH:22]=2)=[CH:18][CH:19]=1)=[O:12]. The yield is 0.160.